This data is from Experimentally validated miRNA-target interactions with 360,000+ pairs, plus equal number of negative samples. The task is: Binary Classification. Given a miRNA mature sequence and a target amino acid sequence, predict their likelihood of interaction. The protein sequence of the target gene is MNGDDTFAKRPRDDAKASEKRSKAFDDIATYFSKKEWKKMKYSEKISYVYMKRNYKAMTKLGFKVTLPPFMCNKQATDFQGNDFDNDHNRRIQVEHPQMTFGRLHRIIPKIMPKKPAEDENDSKGVSEASGPQNDGKQLHPPGKANISEKINKRSGPKRGKHAWTHRLRERKQLVIYEEISDPEEDDE. The miRNA is hsa-miR-3189-3p with sequence CCCUUGGGUCUGAUGGGGUAG. Result: 0 (no interaction).